Dataset: Reaction yield outcomes from USPTO patents with 853,638 reactions. Task: Predict the reaction yield, written as a fraction of the theoretical maximum amount of product (1.0 means a 100% yield; for example, 0.34 means a 34% yield). (1) The reactants are [C:1]([C:4]1[CH:11]=[C:10]([Cl:12])[C:7]([C:8]#[N:9])=[C:6]([N:13]2[CH2:17][CH2:16][CH2:15][CH2:14]2)[C:5]=1[O:18][CH2:19][CH3:20])(=[O:3])[CH3:2].[BH4-].[Na+]. The catalyst is CO.C(OCC)(=O)C. The product is [Cl:12][C:10]1[C:7]([C:8]#[N:9])=[C:6]([N:13]2[CH2:14][CH2:15][CH2:16][CH2:17]2)[C:5]([O:18][CH2:19][CH3:20])=[C:4]([CH:1]([OH:3])[CH3:2])[CH:11]=1. The yield is 1.00. (2) The product is [C:1]([C:3]1[CH:10]=[CH:9][C:6]([CH2:7][N:12]([CH3:13])[CH3:11])=[CH:5][CH:4]=1)#[CH:2]. The yield is 0.920. The reactants are [C:1]([C:3]1[CH:10]=[CH:9][C:6]([CH:7]=O)=[CH:5][CH:4]=1)#[CH:2].[CH3:11][NH:12][CH3:13].[BH-](OC(C)=O)(OC(C)=O)OC(C)=O.[Na+]. The catalyst is C(O)(=O)C.ClCCCl.